Task: Predict the reaction yield, written as a fraction of the theoretical maximum amount of product (1.0 means a 100% yield; for example, 0.34 means a 34% yield).. Dataset: Reaction yield outcomes from USPTO patents with 853,638 reactions (1) The reactants are [Cl:1][C:2]1[CH:7]=[CH:6][N:5]=[C:4]([NH:8][C:9](=[O:15])[O:10][C:11]([CH3:14])([CH3:13])[CH3:12])[CH:3]=1.C([Li])CCC.CN([CH:24]=[O:25])C. The catalyst is C1COCC1. The product is [Cl:1][C:2]1[CH:7]=[CH:6][N:5]=[C:4]([NH:8][C:9](=[O:15])[O:10][C:11]([CH3:12])([CH3:14])[CH3:13])[C:3]=1[CH:24]=[O:25]. The yield is 0.270. (2) The reactants are C([O:5]C([N:8]1[CH2:17][CH2:16][C:15]2[C:14]([O:18][C:19]3[CH:20]=[C:21]4[C:25](=[CH:26][CH:27]=3)[N:24]([C:28](=[O:42])[NH:29][C:30]3[CH:35]=[C:34]([C:36]([F:39])([F:38])[F:37])[CH:33]=[C:32]([C:40]#[N:41])[CH:31]=3)[CH:23]=[CH:22]4)=[N:13][CH:12]=[N:11][C:10]=2[CH2:9]1)=O)(C)(C)C. The catalyst is C(Cl)Cl.C(O)(C(F)(F)F)=O. The product is [NH4+:8].[OH-:5].[C:40]([C:32]1[CH:31]=[C:30]([NH:29][C:28]([N:24]2[C:25]3[C:21](=[CH:20][C:19]([O:18][C:14]4[C:15]5[CH2:16][CH2:17][NH:8][CH2:9][C:10]=5[N:11]=[CH:12][N:13]=4)=[CH:27][CH:26]=3)[CH:22]=[CH:23]2)=[O:42])[CH:35]=[C:34]([C:36]([F:38])([F:39])[F:37])[CH:33]=1)#[N:41]. The yield is 0.00100. (3) The reactants are N[C:2]1[CH:10]=[C:9]([F:11])[C:8]([Br:12])=[CH:7][C:3]=1[C:4]([OH:6])=[O:5].[N+]([O-])([O-])=O.[Na+].[ClH:18]. The catalyst is O.O1CCOCC1.[Cu](Cl)Cl. The product is [Br:12][C:8]1[C:9]([F:11])=[CH:10][C:2]([Cl:18])=[C:3]([CH:7]=1)[C:4]([OH:6])=[O:5]. The yield is 0.920. (4) The reactants are [C:1]1([CH:11]=[O:12])[C:10]2[C:5](=[CH:6][CH:7]=[CH:8][CH:9]=2)[CH:4]=[CH:3][CH:2]=1.[Br:13]Br. The catalyst is C(Cl)(Cl)Cl. The product is [Br:13][C:7]1[CH:6]=[C:5]2[C:10](=[CH:9][CH:8]=1)[C:1]([CH:11]=[O:12])=[CH:2][CH:3]=[CH:4]2. The yield is 0.270. (5) The reactants are [H-].[Na+].[C:3]([O:11][CH2:12][CH3:13])(=[O:10])[CH2:4][C:5]([O:7][CH2:8][CH3:9])=[O:6].Br[CH2:15][C:16]1[CH:21]=[CH:20][C:19]([C:22]2[C:23]([C:28]#[N:29])=[CH:24][CH:25]=[CH:26][CH:27]=2)=[CH:18][CH:17]=1. The catalyst is O1CCCC1. The product is [C:28]([C:23]1[CH:24]=[CH:25][CH:26]=[CH:27][C:22]=1[C:19]1[CH:18]=[CH:17][C:16]([CH2:15][CH:4]([C:5]([O:7][CH2:8][CH3:9])=[O:6])[C:3]([O:11][CH2:12][CH3:13])=[O:10])=[CH:21][CH:20]=1)#[N:29]. The yield is 0.950. (6) The reactants are [OH:1][CH2:2][CH2:3][CH2:4][CH2:5][CH2:6][CH2:7][CH2:8][CH2:9][CH2:10][CH2:11][CH2:12][P:13](=[O:20])([O:17][CH2:18][CH3:19])[O:14][CH2:15][CH3:16].C(N(CC)CC)C.[Br:28][C:29]([CH3:34])([CH3:33])[C:30](Br)=[O:31]. The catalyst is C(Cl)Cl.C(OCC)(=O)C. The product is [CH2:18]([O:17][P:13]([CH2:12][CH2:11][CH2:10][CH2:9][CH2:8][CH2:7][CH2:6][CH2:5][CH2:4][CH2:3][CH2:2][O:1][C:30](=[O:31])[C:29]([Br:28])([CH3:34])[CH3:33])([O:14][CH2:15][CH3:16])=[O:20])[CH3:19]. The yield is 0.750. (7) The reactants are ClC(OC(Cl)C)=O.C([N:15]1[CH2:20][CH2:19][CH:18]([NH:21][C:22](=[O:32])[CH2:23][S:24][C:25]2[CH:30]=[CH:29][CH:28]=[C:27]([Cl:31])[CH:26]=2)[CH2:17][CH2:16]1)C1C=CC=CC=1. The catalyst is ClC(Cl)C. The product is [Cl:31][C:27]1[CH:26]=[C:25]([S:24][CH2:23][C:22]([NH:21][CH:18]2[CH2:19][CH2:20][NH:15][CH2:16][CH2:17]2)=[O:32])[CH:30]=[CH:29][CH:28]=1. The yield is 0.210. (8) The reactants are CO.[N+:3]([CH2:6][CH2:7][C:8]1[CH:20]=[CH:19][C:11]([O:12][C:13]2[CH:18]=[CH:17][CH:16]=[CH:15][N:14]=2)=[CH:10][CH:9]=1)([O-])=[O:4].C[O-].[Li+].O1CCCC1.C(Cl)[Cl:30]. The catalyst is [Ti](Cl)(Cl)(Cl)Cl.C(OCC)(=O)C. The product is [C:6]([Cl:30])(=[N:3][OH:4])[CH3:7].[N:14]1[CH:15]=[CH:16][CH:17]=[CH:18][C:13]=1[O:12][C:11]1[CH:10]=[CH:9][CH:8]=[CH:20][CH:19]=1. The yield is 0.980. (9) The reactants are [NH2:1][C:2]1[CH:3]=[C:4]([SH:8])[CH:5]=[CH:6][CH:7]=1.[C:9](O[C:9]([O:11][C:12]([CH3:15])([CH3:14])[CH3:13])=[O:10])([O:11][C:12]([CH3:15])([CH3:14])[CH3:13])=[O:10].C(=O)(O)[O-].[Na+]. The catalyst is CC(C)=O. The product is [C:12]([O:11][C:9](=[O:10])[NH:1][C:2]1[CH:7]=[CH:6][CH:5]=[C:4]([SH:8])[CH:3]=1)([CH3:15])([CH3:14])[CH3:13]. The yield is 0.810. (10) The reactants are [OH-].[Na+].[CH2:3]([O:7][C:8]1[CH:13]=[C:12](/[CH:14]=[C:15](\[CH3:21])/[C:16]([O:18]CC)=[O:17])[CH:11]=[CH:10][C:9]=1[C:22]1[CH:27]=[CH:26][CH:25]=[C:24]([N:28]([CH3:37])[C:29]([NH:31][CH2:32][CH2:33][CH2:34][CH2:35][CH3:36])=[O:30])[CH:23]=1)[CH2:4][CH2:5][CH3:6]. The catalyst is C(O)C.O1CCCC1. The product is [CH2:3]([O:7][C:8]1[CH:13]=[C:12](/[CH:14]=[C:15](\[CH3:21])/[C:16]([OH:18])=[O:17])[CH:11]=[CH:10][C:9]=1[C:22]1[CH:27]=[CH:26][CH:25]=[C:24]([N:28]([CH3:37])[C:29]([NH:31][CH2:32][CH2:33][CH2:34][CH2:35][CH3:36])=[O:30])[CH:23]=1)[CH2:4][CH2:5][CH3:6]. The yield is 0.910.